This data is from Full USPTO retrosynthesis dataset with 1.9M reactions from patents (1976-2016). The task is: Predict the reactants needed to synthesize the given product. (1) The reactants are: [N:1]([CH2:4][C@@H:5]([CH3:32])[C:6]([O:8][C@H:9]1[C@H:14]([CH3:15])[O:13][C@@H:12]([O:16][C@H:17]([CH3:30])[CH2:18][CH2:19][C:20]([O:22][CH2:23][C:24]2[CH:29]=[CH:28][CH:27]=[CH:26][CH:25]=2)=[O:21])[C@H:11]([OH:31])[CH2:10]1)=[O:7])=[N+:2]=[N-:3].[CH2:33]([O:40][C@@H:41]1[CH2:46][C@@H:45]([O:47][CH2:48][C:49]2[CH:54]=[CH:53][CH:52]=[CH:51][CH:50]=2)[C@H:44]([CH3:55])[O:43][C@H:42]1[O:56][CH2:57][CH2:58][CH2:59][CH2:60][C:61](O)=[O:62])[C:34]1[CH:39]=[CH:38][CH:37]=[CH:36][CH:35]=1.CCN=C=NCCCN(C)C.Cl.C(OCC)(=O)C. Given the product [CH2:33]([O:40][C@@H:41]1[CH2:46][C@@H:45]([O:47][CH2:48][C:49]2[CH:54]=[CH:53][CH:52]=[CH:51][CH:50]=2)[C@H:44]([CH3:55])[O:43][C@H:42]1[O:56][CH2:57][CH2:58][CH2:59][CH2:60][C:61]([O:31][C@@H:11]1[CH2:10][C@@H:9]([O:8][C:6](=[O:7])[C@H:5]([CH3:32])[CH2:4][N:1]=[N+:2]=[N-:3])[C@H:14]([CH3:15])[O:13][C@H:12]1[O:16][C@@H:17]([CH2:18][CH2:19][C:20]([O:22][CH2:23][C:24]1[CH:25]=[CH:26][CH:27]=[CH:28][CH:29]=1)=[O:21])[CH3:30])=[O:62])[C:34]1[CH:39]=[CH:38][CH:37]=[CH:36][CH:35]=1, predict the reactants needed to synthesize it. (2) The reactants are: [F:1][C:2]1[CH:7]=[C:6]([O:8][CH3:9])[CH:5]=[C:4]([F:10])[C:3]=1[C:11]1[N:15]([C:16]2[CH:21]=[C:20]([O:22][CH3:23])[CH:19]=[C:18]([O:24][CH3:25])[CH:17]=2)[CH:14]=[N:13][C:12]=1[CH3:26].[Cl:27]C(Cl)(Cl)C(Cl)(Cl)Cl.C([N-]C(C)C)(C)C.[Li+]. Given the product [Cl:27][C:14]1[N:15]([C:16]2[CH:21]=[C:20]([O:22][CH3:23])[CH:19]=[C:18]([O:24][CH3:25])[CH:17]=2)[C:11]([C:3]2[C:2]([F:1])=[CH:7][C:6]([O:8][CH3:9])=[CH:5][C:4]=2[F:10])=[C:12]([CH3:26])[N:13]=1, predict the reactants needed to synthesize it. (3) Given the product [C:16]([O:20][C:4](=[O:5])[CH2:3][CH2:2][C:1]([OH:6])=[O:7])([CH3:19])([CH3:18])[CH3:17], predict the reactants needed to synthesize it. The reactants are: [C:1]1(=[O:7])[O:6][C:4](=[O:5])[CH2:3][CH2:2]1.ON1C(=O)CCC1=O.[C:16]([OH:20])([CH3:19])([CH3:18])[CH3:17].